Dataset: Catalyst prediction with 721,799 reactions and 888 catalyst types from USPTO. Task: Predict which catalyst facilitates the given reaction. (1) Reactant: [CH3:1][C:2]1[C:3]([Se:16][C:17]#[C:18][C:19]2[CH:27]=[CH:26][C:22]([C:23](O)=[O:24])=[CH:21][N:20]=2)=[CH:4][C:5]2[C:6]([CH3:15])([CH3:14])[CH2:7][CH2:8][C:9]([CH3:13])([CH3:12])[C:10]=2[CH:11]=1.ON1C2C=CC=CC=2N=N1.C1(N=C=NC2CCCCC2)CCCCC1.[NH2:53][C:54]1[CH:59]=[CH:58][C:57]([OH:60])=[CH:56][CH:55]=1. Product: [OH:60][C:57]1[CH:58]=[CH:59][C:54]([NH:53][C:23](=[O:24])[C:22]2[CH:26]=[CH:27][C:19]([C:18]#[C:17][Se:16][C:3]3[C:2]([CH3:1])=[CH:11][C:10]4[C:9]([CH3:13])([CH3:12])[CH2:8][CH2:7][C:6]([CH3:15])([CH3:14])[C:5]=4[CH:4]=3)=[N:20][CH:21]=2)=[CH:55][CH:56]=1. The catalyst class is: 1. (2) Reactant: [CH3:1][N:2]1[CH2:7][CH2:6][N:5]([S:8]([C:11]2[CH:16]=[CH:15][C:14]([NH:17]C(=O)C)=[CH:13][CH:12]=2)(=[O:10])=[O:9])[CH2:4][CH2:3]1. Product: [CH3:1][N:2]1[CH2:7][CH2:6][N:5]([S:8]([C:11]2[CH:16]=[CH:15][C:14]([NH2:17])=[CH:13][CH:12]=2)(=[O:10])=[O:9])[CH2:4][CH2:3]1. The catalyst class is: 89.